This data is from Forward reaction prediction with 1.9M reactions from USPTO patents (1976-2016). The task is: Predict the product of the given reaction. (1) Given the reactants [CH:1]1([N:6]2[CH2:12][C:11]([F:14])([F:13])[C:10](=[O:15])[N:9]([CH3:16])[C:8]3[CH:17]=[N:18][C:19]([NH:21][C:22]4[CH:30]=[CH:29][C:25]([C:26]([OH:28])=O)=[CH:24][C:23]=4[O:31][CH3:32])=[N:20][C:7]2=3)[CH2:5][CH2:4][CH2:3][CH2:2]1.C(N(C(C)C)C(C)C)C.Cl.[NH2:43][C@@H:44]1[CH2:49][CH2:48][C@H:47]([OH:50])[CH2:46][CH2:45]1, predict the reaction product. The product is: [CH:1]1([N:6]2[CH2:12][C:11]([F:14])([F:13])[C:10](=[O:15])[N:9]([CH3:16])[C:8]3[CH:17]=[N:18][C:19]([NH:21][C:22]4[CH:30]=[CH:29][C:25]([C:26]([NH:43][C@H:44]5[CH2:49][CH2:48][C@@H:47]([OH:50])[CH2:46][CH2:45]5)=[O:28])=[CH:24][C:23]=4[O:31][CH3:32])=[N:20][C:7]2=3)[CH2:5][CH2:4][CH2:3][CH2:2]1. (2) Given the reactants [Br:1][C:2]1[CH:3]=[CH:4][C:5]2[C:13](=[O:14])[C:12](=[O:15])[C:11]3[NH:10][C:9]([CH3:16])=[C:8]([C:17]([O:19][CH2:20][CH3:21])=[O:18])[C:7]=3[C:6]=2[CH:22]=1.Br[CH2:24][C:25]([NH2:27])=[O:26].C([O-])([O-])=O.[K+].[K+], predict the reaction product. The product is: [Br:1][C:2]1[CH:3]=[CH:4][C:5]2[C:13](=[O:14])[C:12](=[O:15])[C:11]3[N:10]([CH2:24][C:25](=[O:26])[NH2:27])[C:9]([CH3:16])=[C:8]([C:17]([O:19][CH2:20][CH3:21])=[O:18])[C:7]=3[C:6]=2[CH:22]=1. (3) Given the reactants [CH:1]1([CH2:6][NH:7][CH2:8][CH3:9])[CH2:5][CH2:4][CH2:3][CH2:2]1.Cl[C:11]1[C:16]([CH:17]=[O:18])=[CH:15][CH:14]=[CH:13][N:12]=1.C([O-])([O-])=O.[K+].[K+], predict the reaction product. The product is: [CH:1]1([CH2:6][N:7]([CH2:8][CH3:9])[C:11]2[C:16]([CH:17]=[O:18])=[CH:15][CH:14]=[CH:13][N:12]=2)[CH2:5][CH2:4][CH2:3][CH2:2]1. (4) Given the reactants Cl[CH:2]([C:4]1[CH:9]=[CH:8][CH:7]=[CH:6][CH:5]=1)[CH3:3].[Cl:10][SiH:11]([Cl:13])[Cl:12], predict the reaction product. The product is: [Cl:10][Si:11]([Cl:13])([Cl:12])[CH:2]([C:4]1[CH:9]=[CH:8][CH:7]=[CH:6][CH:5]=1)[CH3:3]. (5) Given the reactants [C:1]1([CH2:7][CH2:8][CH2:9][CH2:10][O:11][CH2:12][CH2:13][CH2:14][OH:15])[CH:6]=[CH:5][CH:4]=[CH:3][CH:2]=1.CC(OI1(OC(C)=O)(OC(C)=O)OC(=O)C2C=CC=CC1=2)=O, predict the reaction product. The product is: [C:1]1([CH2:7][CH2:8][CH2:9][CH2:10][O:11][CH2:12][CH2:13][CH:14]=[O:15])[CH:6]=[CH:5][CH:4]=[CH:3][CH:2]=1. (6) Given the reactants Br[C:2]1[CH:3]=[C:4]2[C:8](=[CH:9][CH:10]=1)[N:7]([CH2:11][CH:12]1[CH2:18][CH2:17][CH2:16][N:15]([C:19]([O:21][CH2:22][C:23]3[CH:28]=[CH:27][CH:26]=[CH:25][CH:24]=3)=[O:20])[CH2:14][CH2:13]1)[CH:6]=[CH:5]2.[O:29]1[CH2:34][CH2:33][CH2:32][CH2:31][CH:30]1[N:35]1[CH:39]=[C:38](B2OC(C)(C)C(C)(C)O2)[CH:37]=[N:36]1.C([O-])([O-])=O.[Cs+].[Cs+].C(Cl)Cl, predict the reaction product. The product is: [O:29]1[CH2:34][CH2:33][CH2:32][CH2:31][CH:30]1[N:35]1[CH:39]=[C:38]([C:2]2[CH:3]=[C:4]3[C:8](=[CH:9][CH:10]=2)[N:7]([CH2:11][CH:12]2[CH2:18][CH2:17][CH2:16][N:15]([C:19]([O:21][CH2:22][C:23]4[CH:24]=[CH:25][CH:26]=[CH:27][CH:28]=4)=[O:20])[CH2:14][CH2:13]2)[CH:6]=[CH:5]3)[CH:37]=[N:36]1. (7) Given the reactants [CH3:1][C:2]1[CH:7]=[C:6]([O:8][CH2:9][C:10]([NH:12][CH2:13][CH2:14][O:15][CH2:16][CH2:17][O:18][CH2:19][CH2:20][O:21][CH2:22][CH2:23][O:24][CH2:25][CH2:26][O:27][CH2:28][CH2:29][O:30][CH2:31][CH2:32][O:33][CH2:34][CH2:35][O:36][CH2:37][CH2:38][C:39](O)=[O:40])=[O:11])[C:5]([CH3:42])=[CH:4][C:3]=1[C:43]1[C:48]([CH3:49])=[CH:47][C:46]([CH3:50])=[CH:45][C:44]=1[CH3:51].[NH2:52][C:53]1[CH:54]=[C:55]([C:63]([O:65][CH3:66])=[O:64])[CH:56]=[C:57]([CH:62]=1)[C:58]([O:60][CH3:61])=[O:59].C1CN([P+](ON2N=NC3C=CC=CC2=3)(N2CCCC2)N2CCCC2)CC1.F[P-](F)(F)(F)(F)F, predict the reaction product. The product is: [CH3:1][C:2]1[CH:7]=[C:6]([O:8][CH2:9][C:10]([NH:12][CH2:13][CH2:14][O:15][CH2:16][CH2:17][O:18][CH2:19][CH2:20][O:21][CH2:22][CH2:23][O:24][CH2:25][CH2:26][O:27][CH2:28][CH2:29][O:30][CH2:31][CH2:32][O:33][CH2:34][CH2:35][O:36][CH2:37][CH2:38][C:39]([NH:52][C:53]2[CH:62]=[C:57]([C:58]([O:60][CH3:61])=[O:59])[CH:56]=[C:55]([CH:54]=2)[C:63]([O:65][CH3:66])=[O:64])=[O:40])=[O:11])[C:5]([CH3:42])=[CH:4][C:3]=1[C:43]1[C:48]([CH3:49])=[CH:47][C:46]([CH3:50])=[CH:45][C:44]=1[CH3:51]. (8) Given the reactants C(O[C:6](=O)[N:7]([CH2:9][CH2:10][O:11][C:12]1[CH:17]=[CH:16][CH:15]=[C:14]([C:18](=[O:41])[NH:19][C:20]2[CH:25]=[CH:24][CH:23]=[C:22]([CH2:26][NH:27][C:28]3[C:37]4[C:32](=[C:33]([C:38](=[O:40])[NH2:39])[CH:34]=[CH:35][CH:36]=4)[N:31]=[CH:30][N:29]=3)[CH:21]=2)[CH:13]=1)C)(C)(C)C.Cl, predict the reaction product. The product is: [CH3:6][NH:7][CH2:9][CH2:10][O:11][C:12]1[CH:13]=[C:14]([CH:15]=[CH:16][CH:17]=1)[C:18]([NH:19][C:20]1[CH:21]=[C:22]([CH:23]=[CH:24][CH:25]=1)[CH2:26][NH:27][C:28]1[C:37]2[C:32](=[C:33]([C:38]([NH2:39])=[O:40])[CH:34]=[CH:35][CH:36]=2)[N:31]=[CH:30][N:29]=1)=[O:41]. (9) Given the reactants Br[C:2]1[N:7]=[N:6][C:5]([N:8]2[CH2:14][CH:13]3[N:15]([CH3:16])[CH:10]([CH2:11][CH2:12]3)[CH2:9]2)=[CH:4][CH:3]=1.[C:17]([C:19]1[CH:24]=[CH:23][C:22]([NH:25][C:26](=[O:28])[CH3:27])=[CH:21][CH:20]=1)#[CH:18], predict the reaction product. The product is: [CH3:16][N:15]1[CH:13]2[CH2:12][CH2:11][CH:10]1[CH2:9][N:8]([C:5]1[N:6]=[N:7][C:2]([C:18]#[C:17][C:19]3[CH:24]=[CH:23][C:22]([NH:25][C:26](=[O:28])[CH3:27])=[CH:21][CH:20]=3)=[CH:3][CH:4]=1)[CH2:14]2.